This data is from Catalyst prediction with 721,799 reactions and 888 catalyst types from USPTO. The task is: Predict which catalyst facilitates the given reaction. (1) Reactant: C(N(CC)CC)C.Cl.[C:9]([NH:17][CH2:18][CH:19]([C:21]1[CH:26]=[CH:25][CH:24]=[CH:23][CH:22]=1)[NH2:20])(=[O:16])[C:10]1[CH:15]=[CH:14][CH:13]=[CH:12][CH:11]=1.Cl[C:28]([O:30][CH2:31][C:32]1[CH:37]=[CH:36][CH:35]=[CH:34][CH:33]=1)=[O:29]. Product: [CH2:31]([O:30][C:28]([NH:20][CH:19]([C:21]1[CH:26]=[CH:25][CH:24]=[CH:23][CH:22]=1)[CH2:18][NH:17][C:9](=[O:16])[C:10]1[CH:11]=[CH:12][CH:13]=[CH:14][CH:15]=1)=[O:29])[C:32]1[CH:37]=[CH:36][CH:35]=[CH:34][CH:33]=1. The catalyst class is: 4. (2) Reactant: Cl[C:2]1[N:7]=[CH:6][N:5]=[C:4]([NH:8][C:9]2[CH:14]=[CH:13][C:12]([O:15][CH2:16][CH2:17][O:18][CH3:19])=[CH:11][CH:10]=2)[N:3]=1.[Br:20][C:21]1[CH:29]=[C:28]2[C:24]([C:25]([CH3:31])([CH3:30])[CH2:26][NH:27]2)=[CH:23][CH:22]=1.[OH-].[Na+]. Product: [Br:20][C:21]1[CH:29]=[C:28]2[C:24]([C:25]([CH3:31])([CH3:30])[CH2:26][N:27]2[C:2]2[N:7]=[CH:6][N:5]=[C:4]([NH:8][C:9]3[CH:14]=[CH:13][C:12]([O:15][CH2:16][CH2:17][O:18][CH3:19])=[CH:11][CH:10]=3)[N:3]=2)=[CH:23][CH:22]=1. The catalyst class is: 33. (3) Reactant: [F:1][CH2:2][C@@H:3]1[C@@H:7]([C:8]2[CH:13]=[CH:12][C:11]([S:14]([CH2:17][F:18])(=[O:16])=[O:15])=[CH:10][CH:9]=2)[O:6]C(C2C=CC=CC=2)=[N:4]1.Cl.C(OCC)(=O)C. Product: [NH2:4][C@H:3]([CH2:2][F:1])[C@@H:7]([C:8]1[CH:9]=[CH:10][C:11]([S:14]([CH2:17][F:18])(=[O:16])=[O:15])=[CH:12][CH:13]=1)[OH:6]. The catalyst class is: 4. (4) Reactant: [OH:1][C@@H:2]1[CH2:7][CH2:6][C@H:5]([NH:8][C:9]2[C:14]([C:15]#[N:16])=[CH:13][N:12]=[C:11](S(C)=O)[N:10]=2)[CH2:4][C:3]1([CH3:21])[CH3:20].[F:22][C:23]([F:35])([CH3:34])[CH2:24][O:25][C:26]1[C:31]([CH2:32][NH2:33])=[CH:30][N:29]=[CH:28][N:27]=1. Product: [F:35][C:23]([F:22])([CH3:34])[CH2:24][O:25][C:26]1[C:31]([CH2:32][NH:33][C:11]2[N:10]=[C:9]([NH:8][C@@H:5]3[CH2:6][CH2:7][C@H:2]([OH:1])[C:3]([CH3:21])([CH3:20])[CH2:4]3)[C:14]([C:15]#[N:16])=[CH:13][N:12]=2)=[CH:30][N:29]=[CH:28][N:27]=1. The catalyst class is: 12. (5) Reactant: C([O:8][C:9]1[CH:18]=[CH:17][C:12]([C:13]([O:15][CH3:16])=[O:14])=[C:11]([O:19][CH:20]2[CH2:25][CH2:24][N:23]([C:26]([O:28][C:29]([CH3:32])([CH3:31])[CH3:30])=[O:27])[CH2:22][CH2:21]2)[CH:10]=1)C1C=CC=CC=1. Product: [C:29]([O:28][C:26]([N:23]1[CH2:24][CH2:25][CH:20]([O:19][C:11]2[CH:10]=[C:9]([OH:8])[CH:18]=[CH:17][C:12]=2[C:13]([O:15][CH3:16])=[O:14])[CH2:21][CH2:22]1)=[O:27])([CH3:32])([CH3:30])[CH3:31]. The catalyst class is: 50. (6) Reactant: [NH2:1][C:2]1[CH:7]=[CH:6][C:5]([OH:8])=[CH:4][C:3]=1[N+:9]([O-:11])=[O:10].[Br:12][CH2:13][CH2:14]Br.C(=O)([O-])[O-].[Cs+].[Cs+]. Product: [Br:12][CH2:13][CH2:14][O:8][C:5]1[CH:6]=[CH:7][C:2]([NH2:1])=[C:3]([N+:9]([O-:11])=[O:10])[CH:4]=1. The catalyst class is: 21. (7) Reactant: [NH2:1][C:2]1[C:3]2[C:10]([C:11]([NH2:13])=[O:12])=[CH:9][N:8]([C@H:14]3[C@:18]([C:20]#[CH:21])([OH:19])[C@H:17]([O:22]CC4C=CC(Cl)=CC=4Cl)[C@@H:16]([CH2:32][O:33]CC4C=CC(Cl)=CC=4Cl)[O:15]3)[C:4]=2[N:5]=[CH:6][N:7]=1.B(Cl)(Cl)Cl.CO. Product: [NH2:1][C:2]1[C:3]2[C:10]([C:11]([NH2:13])=[O:12])=[CH:9][N:8]([C@H:14]3[C@:18]([C:20]#[CH:21])([OH:19])[C@H:17]([OH:22])[C@@H:16]([CH2:32][OH:33])[O:15]3)[C:4]=2[N:5]=[CH:6][N:7]=1. The catalyst class is: 2. (8) Reactant: FC(F)(F)C(O)=O.[CH3:8][O:9][C:10]1[C:11]2[N:18]=[C:17]([NH:19][C:20]([N:22]3CC[CH:24]([NH2:27])[CH2:23]3)=[O:21])[S:16][C:12]=2[N:13]=[CH:14][N:15]=1.[F:28][C:29]1[CH:36]=[CH:35][C:32]([CH:33]=O)=[CH:31][C:30]=1[C:37]([F:40])([F:39])[F:38].C(O[BH-](OC(=O)C)OC(=O)C)(=O)C.[Na+].C(N(CC)CC)C. Product: [F:28][C:29]1[CH:36]=[CH:35][C:32]([CH2:33][NH:27][CH2:24][CH2:23][NH:22][C:20]([NH:19][C:17]2[S:16][C:12]3[N:13]=[CH:14][N:15]=[C:10]([O:9][CH3:8])[C:11]=3[N:18]=2)=[O:21])=[CH:31][C:30]=1[C:37]([F:38])([F:39])[F:40]. The catalyst class is: 5.